From a dataset of Full USPTO retrosynthesis dataset with 1.9M reactions from patents (1976-2016). Predict the reactants needed to synthesize the given product. (1) Given the product [C:12]([O:16][C:17]([N:19]1[CH2:20][CH2:21][CH:22]([O:25][CH2:26][C:27]2[S:29][CH:3]=[C:4]([C:6]3[CH:11]=[CH:10][N:9]=[CH:8][CH:7]=3)[N:28]=2)[CH2:23][CH2:24]1)=[O:18])([CH3:15])([CH3:13])[CH3:14], predict the reactants needed to synthesize it. The reactants are: Br.Br[CH2:3][C:4]([C:6]1[CH:11]=[CH:10][N:9]=[CH:8][CH:7]=1)=O.[C:12]([O:16][C:17]([N:19]1[CH2:24][CH2:23][CH:22]([O:25][CH2:26][C:27](=[S:29])[NH2:28])[CH2:21][CH2:20]1)=[O:18])([CH3:15])([CH3:14])[CH3:13]. (2) Given the product [CH3:1][NH:2][C:5]([C@@H:7]1[O:11][C:10](=[O:12])[N:9]([C:13]2[CH:14]=[C:15]3[C:19](=[CH:20][CH:21]=2)[N:18]([CH:22]([CH2:24][CH3:25])[CH3:23])[C:17](=[O:26])[CH2:16]3)[CH2:8]1)=[O:4], predict the reactants needed to synthesize it. The reactants are: [CH3:1][NH2:2].C[O:4][C:5]([C@@H:7]1[O:11][C:10](=[O:12])[N:9]([C:13]2[CH:14]=[C:15]3[C:19](=[CH:20][CH:21]=2)[N:18]([CH:22]([CH2:24][CH3:25])[CH3:23])[C:17](=[O:26])[CH2:16]3)[CH2:8]1)=O. (3) Given the product [CH3:16][N:3]1[C:7]2[CH:8]=[CH:9][CH:10]=[CH:11][C:6]=2[N:5]=[C:4]1[CH2:12][CH2:13][CH2:14][OH:15], predict the reactants needed to synthesize it. The reactants are: CI.[NH:3]1[C:7]2[CH:8]=[CH:9][CH:10]=[CH:11][C:6]=2[N:5]=[C:4]1[CH2:12][CH2:13][CH2:14][OH:15].[CH3:16]CN(CC)CC.C(=O)([O-])[O-].[Cs+].[Cs+].